This data is from NCI-60 drug combinations with 297,098 pairs across 59 cell lines. The task is: Regression. Given two drug SMILES strings and cell line genomic features, predict the synergy score measuring deviation from expected non-interaction effect. Drug 1: CS(=O)(=O)C1=CC(=C(C=C1)C(=O)NC2=CC(=C(C=C2)Cl)C3=CC=CC=N3)Cl. Drug 2: CC1=C(C=C(C=C1)NC2=NC=CC(=N2)N(C)C3=CC4=NN(C(=C4C=C3)C)C)S(=O)(=O)N.Cl. Cell line: A498. Synergy scores: CSS=8.72, Synergy_ZIP=1.89, Synergy_Bliss=6.80, Synergy_Loewe=2.34, Synergy_HSA=3.43.